This data is from Reaction yield outcomes from USPTO patents with 853,638 reactions. The task is: Predict the reaction yield, written as a fraction of the theoretical maximum amount of product (1.0 means a 100% yield; for example, 0.34 means a 34% yield). (1) The reactants are CC(C)([O-])C.[K+].[CH:7]([C:10]1[C:18]2[C:13](=[CH:14][CH:15]=[CH:16][CH:17]=2)[NH:12][CH:11]=1)([CH3:9])[CH3:8].CO[C:21](=O)[C:22]1C=C[CH:25]=[CH:24][C:23]=1[S:28](Cl)(=[O:30])=[O:29].[CH2:33]([O:35][C:36]([CH3:38])=[O:37])C.O. The catalyst is CN(C=O)C.CCCCCC.CCOC(C)=O. The product is [CH3:33][O:35][C:36](=[O:37])[C:38]1[CH:25]=[CH:24][C:23]([S:28]([N:12]2[C:13]3[C:18](=[CH:17][CH:16]=[CH:15][CH:14]=3)[C:10]([CH:7]([CH3:9])[CH3:8])=[CH:11]2)(=[O:30])=[O:29])=[CH:22][CH:21]=1. The yield is 0.510. (2) The reactants are S(=O)(=O)(O)O.[C:6]1([C@H:16]([NH:18][CH2:19]/[CH:20]=[CH:21]/[C:22]2[CH:27]=[CH:26][CH:25]=[C:24]([C:28]([F:31])([F:30])[F:29])[CH:23]=2)[CH3:17])[C:15]2[C:10](=[CH:11][CH:12]=[CH:13][CH:14]=2)[CH:9]=[CH:8][CH:7]=1.[ClH:32]. The catalyst is O.CC(O)C. The product is [ClH:32].[C:6]1([C@H:16]([NH:18][CH2:19]/[CH:20]=[CH:21]/[C:22]2[CH:27]=[CH:26][CH:25]=[C:24]([C:28]([F:29])([F:30])[F:31])[CH:23]=2)[CH3:17])[C:15]2[C:10](=[CH:11][CH:12]=[CH:13][CH:14]=2)[CH:9]=[CH:8][CH:7]=1. The yield is 0.903. (3) The reactants are Br[C:2]1[CH:11]=[C:10]2[C:5]([C:6]([CH3:15])([CH3:14])[CH2:7][C:8](=[O:13])[N:9]2[CH3:12])=[CH:4][C:3]=1[CH3:16].C(N(CC)CC)C.C1(P(C2CCCCC2)C2C=CC=CC=2C2C=CC=CC=2)CCCCC1.[B]1OC(C)(C)C(C)(C)O1.O.O.O.O.O.O.O.O.[OH-].[Ba+2].[OH-].[F:69][C:70]1[C:77](I)=[C:76]([O:79][CH3:80])[CH:75]=[CH:74][C:71]=1[CH:72]=[O:73]. The catalyst is O1CCOCC1.C([O-])(=O)C.[Pd+2].C([O-])(=O)C.O. The product is [F:69][C:70]1[C:77]([C:2]2[CH:11]=[C:10]3[C:5]([C:6]([CH3:15])([CH3:14])[CH2:7][C:8](=[O:13])[N:9]3[CH3:12])=[CH:4][C:3]=2[CH3:16])=[C:76]([O:79][CH3:80])[CH:75]=[CH:74][C:71]=1[CH:72]=[O:73]. The yield is 0.520. (4) The reactants are [CH3:1][CH:2]([CH:9]=[C:10]([CH3:12])[CH3:11])[CH2:3][CH2:4][CH2:5][CH2:6][CH:7]=[O:8].[BH4-].[Na+].CC(C)=O. The catalyst is C(O)C. The product is [CH3:1][CH:2]([CH:9]=[C:10]([CH3:11])[CH3:12])[CH2:3][CH2:4][CH2:5][CH2:6][CH2:7][OH:8]. The yield is 0.727.